From a dataset of Reaction yield outcomes from USPTO patents with 853,638 reactions. Predict the reaction yield, written as a fraction of the theoretical maximum amount of product (1.0 means a 100% yield; for example, 0.34 means a 34% yield). (1) The reactants are [NH2:1][C:2]1[N:6]([C:7]2[CH:8]=[C:9]([CH:16]=[CH:17][C:18]=2[CH3:19])[C:10]([NH:12][CH:13]2[CH2:15][CH2:14]2)=[O:11])[CH:5]=[N:4][C:3]=1[C:20](=[O:28])[C:21]1[CH:26]=[CH:25][CH:24]=[C:23](Br)[CH:22]=1.O.O1[CH2:35][CH2:34]OCC1. The catalyst is C1C=CC([P]([Pd]([P](C2C=CC=CC=2)(C2C=CC=CC=2)C2C=CC=CC=2)([P](C2C=CC=CC=2)(C2C=CC=CC=2)C2C=CC=CC=2)[P](C2C=CC=CC=2)(C2C=CC=CC=2)C2C=CC=CC=2)(C2C=CC=CC=2)C2C=CC=CC=2)=CC=1. The product is [NH2:1][C:2]1[N:6]([C:7]2[CH:8]=[C:9]([CH:16]=[CH:17][C:18]=2[CH3:19])[C:10]([NH:12][CH:13]2[CH2:15][CH2:14]2)=[O:11])[CH:5]=[N:4][C:3]=1[C:20](=[O:28])[C:21]1[CH:26]=[CH:25][CH:24]=[C:23]([C:35]2[CH:34]=[N:4][CH:3]=[CH:2][N:1]=2)[CH:22]=1. The yield is 0.630. (2) The reactants are [Br:1][C:2]1[CH:3]=[C:4]([C:8]2[C:9]([CH3:17])=[C:10]([C:14]([OH:16])=O)[N:11]([CH3:13])[N:12]=2)[CH:5]=[CH:6][CH:7]=1.[CH2:18]([N:20]([CH2:26][CH3:27])[CH:21]1[CH2:25][CH2:24][NH:23][CH2:22]1)[CH3:19]. No catalyst specified. The product is [Br:1][C:2]1[CH:3]=[C:4]([C:8]2[C:9]([CH3:17])=[C:10]([C:14]([N:23]3[CH2:24][CH2:25][CH:21]([N:20]([CH2:26][CH3:27])[CH2:18][CH3:19])[CH2:22]3)=[O:16])[N:11]([CH3:13])[N:12]=2)[CH:5]=[CH:6][CH:7]=1. The yield is 0.770. (3) The reactants are [CH2:1]([CH:4]1[CH2:9][CH2:8][CH:7]([CH2:10][OH:11])[CH2:6][CH2:5]1)[C:2]#[CH:3].N1C=CC=CC=1.[C:18](OC(=O)C)(=[O:20])[CH3:19]. The catalyst is CN(C=O)C. The product is [C:18]([O:11][CH2:10][CH:7]1[CH2:8][CH2:9][CH:4]([CH2:1][C:2]#[CH:3])[CH2:5][CH2:6]1)(=[O:20])[CH3:19]. The yield is 0.910.